From a dataset of Peptide-MHC class I binding affinity with 185,985 pairs from IEDB/IMGT. Regression. Given a peptide amino acid sequence and an MHC pseudo amino acid sequence, predict their binding affinity value. This is MHC class I binding data. (1) The MHC is HLA-B35:01 with pseudo-sequence HLA-B35:01. The peptide sequence is LFCASDAKAY. The binding affinity (normalized) is 0. (2) The peptide sequence is AYLLQHLDL. The MHC is HLA-B08:01 with pseudo-sequence HLA-B08:01. The binding affinity (normalized) is 0.0847. (3) The peptide sequence is RPAGARAAF. The binding affinity (normalized) is 0.0847. The MHC is HLA-B48:01 with pseudo-sequence HLA-B48:01. (4) The peptide sequence is EGINPNMSCDD. The MHC is H-2-Db with pseudo-sequence H-2-Db. The binding affinity (normalized) is 0. (5) The peptide sequence is WATLLSLTF. The MHC is HLA-B53:01 with pseudo-sequence HLA-B53:01. The binding affinity (normalized) is 0.870.